This data is from Forward reaction prediction with 1.9M reactions from USPTO patents (1976-2016). The task is: Predict the product of the given reaction. Given the reactants [CH3:1][O:2][C:3](=[O:62])[NH:4][CH:5]([C:9]([N:11]1[CH2:15][CH2:14][CH2:13][CH:12]1[C:16]1[NH:17][C:18]([C:21]2[CH:30]=[CH:29][C:28]3[C:23](=[CH:24][CH:25]=[C:26]([C:31]4[CH:36]=[CH:35][C:34]([C:37]5[NH:38][C:39]([CH:42]6[CH2:46][CH2:45][CH2:44][N:43]6[C:47](=[O:61])[C:48]([NH:56][C:57]([O:59][CH3:60])=[O:58])([C:50]6[CH:55]=[CH:54][CH:53]=[CH:52][CH:51]=6)C)=[N:40][CH:41]=5)=[CH:33][CH:32]=4)[CH:27]=3)[CH:22]=2)=[CH:19][N:20]=1)=[O:10])[CH:6]([CH3:8])[CH3:7].[C:63]([O:67]C(N1CCCC1C(O)=O)=O)(C)(C)C.COC(NC(C1C=CC=CC=1)C(O)=O)=O.COC(NC(C1C=CC=CC=1)(C)C(O)=O)=O, predict the reaction product. The product is: [CH3:1][O:2][C:3](=[O:62])[NH:4][CH:5]([C:9]([N:11]1[CH2:15][CH2:14][CH2:13][CH:12]1[C:16]1[NH:17][C:18]([C:21]2[CH:30]=[CH:29][C:28]3[C:23](=[CH:24][CH:25]=[C:26]([C:31]4[CH:32]=[CH:33][C:34]([C:37]5[NH:38][C:39]([CH:42]6[CH2:46][CH:45]([O:67][CH3:63])[CH2:44][N:43]6[C:47](=[O:61])[CH:48]([NH:56][C:57]([O:59][CH3:60])=[O:58])[C:50]6[CH:55]=[CH:54][CH:53]=[CH:52][CH:51]=6)=[N:40][CH:41]=5)=[CH:35][CH:36]=4)[CH:27]=3)[CH:22]=2)=[CH:19][N:20]=1)=[O:10])[CH:6]([CH3:7])[CH3:8].